From a dataset of Full USPTO retrosynthesis dataset with 1.9M reactions from patents (1976-2016). Predict the reactants needed to synthesize the given product. (1) Given the product [Cl:1][C:2]1[CH:3]=[C:4]2[C:9](=[CH:10][C:11]=1[C:12]([N:68]1[CH2:69][CH2:70][CH2:71][CH2:72][CH:67]1[CH2:66][CH2:65][N:64]([CH3:63])[CH3:73])=[O:13])[N:8]=[CH:7][N:6]=[C:5]2[NH:15][CH:16]([C:18]1[NH:22][C:21]2[CH:23]=[CH:24][C:25]([Cl:27])=[CH:26][C:20]=2[N:19]=1)[CH3:17], predict the reactants needed to synthesize it. The reactants are: [Cl:1][C:2]1[CH:3]=[C:4]2[C:9](=[CH:10][C:11]=1[C:12](O)=[O:13])[N:8]=[CH:7][N:6]=[C:5]2[NH:15][CH:16]([C:18]1[NH:22][C:21]2[CH:23]=[CH:24][C:25]([Cl:27])=[CH:26][C:20]=2[N:19]=1)[CH3:17].FC1C(OC(N(C)C)=[N+](C)C)=C(F)C(F)=C(F)C=1F.F[P-](F)(F)(F)(F)F.C(N(C(C)C)CC)(C)C.[CH3:63][N:64]([CH3:73])[CH2:65][CH2:66][CH:67]1[CH2:72][CH2:71][CH2:70][CH2:69][NH:68]1. (2) Given the product [ClH:35].[NH2:21][CH2:20][C:9]1[N:10]([CH2:16][CH:17]2[CH2:18][CH2:19]2)[C:11](=[O:15])[C:12]2[C:7]([C:8]=1[O:29][CH2:30][CH2:31][CH2:32][CH3:33])=[CH:6][C:5]([O:4][CH2:3][C:2]([NH2:1])=[O:34])=[CH:14][CH:13]=2, predict the reactants needed to synthesize it. The reactants are: [NH2:1][C:2](=[O:34])[CH2:3][O:4][C:5]1[CH:6]=[C:7]2[C:12](=[CH:13][CH:14]=1)[C:11](=[O:15])[N:10]([CH2:16][CH:17]1[CH2:19][CH2:18]1)[C:9]([CH2:20][NH:21]C(=O)OC(C)(C)C)=[C:8]2[O:29][CH2:30][CH2:31][CH2:32][CH3:33].[ClH:35]. (3) Given the product [ClH:1].[NH:13]1[CH2:12][CH2:11][CH:10]([C:7]2[CH:6]=[CH:5][C:4]([C:2]#[N:3])=[CH:9][N:8]=2)[CH2:15][CH2:14]1, predict the reactants needed to synthesize it. The reactants are: [ClH:1].[C:2]([C:4]1[CH:5]=[CH:6][C:7]([CH:10]2[CH2:15][CH2:14][N:13](C(OC(C)(C)C)=O)[CH2:12][CH2:11]2)=[N:8][CH:9]=1)#[N:3].